This data is from NCI-60 drug combinations with 297,098 pairs across 59 cell lines. The task is: Regression. Given two drug SMILES strings and cell line genomic features, predict the synergy score measuring deviation from expected non-interaction effect. Drug 1: C#CCC(CC1=CN=C2C(=N1)C(=NC(=N2)N)N)C3=CC=C(C=C3)C(=O)NC(CCC(=O)O)C(=O)O. Drug 2: C1CCC(C(C1)N)N.C(=O)(C(=O)[O-])[O-].[Pt+4]. Cell line: NCI-H226. Synergy scores: CSS=1.82, Synergy_ZIP=6.41, Synergy_Bliss=6.83, Synergy_Loewe=-6.29, Synergy_HSA=-5.13.